Dataset: Catalyst prediction with 721,799 reactions and 888 catalyst types from USPTO. Task: Predict which catalyst facilitates the given reaction. (1) Reactant: [CH3:1][O:2][C:3]1[CH:14]=[CH:13][C:6]2[NH:7][C:8](=[O:12])[O:9][C:10](=[O:11])[C:5]=2[CH:4]=1.[H-].[Na+].Br[CH2:18][CH2:19][CH2:20][C:21]#[N:22]. Product: [CH3:1][O:2][C:3]1[CH:14]=[CH:13][C:6]2[N:7]([CH2:18][CH2:19][CH2:20][C:21]#[N:22])[C:8](=[O:12])[O:9][C:10](=[O:11])[C:5]=2[CH:4]=1. The catalyst class is: 80. (2) Reactant: [C:1]1([C:7]#[CH:8])[CH:6]=[CH:5][CH:4]=[CH:3][CH:2]=1.[N:9]([Si](C)(C)C)=[N+:10]=[N-:11]. Product: [C:1]1([C:7]2[N:9]=[N:10][NH:11][CH:8]=2)[CH:6]=[CH:5][CH:4]=[CH:3][CH:2]=1. The catalyst class is: 11. (3) Reactant: Br[CH:2]([CH2:20][CH3:21])[C:3]([C:5]1[CH:19]=[CH:18][C:8]2[N:9]=[C:10]([C:12]3[CH:17]=[CH:16][CH:15]=[CH:14][CH:13]=3)[O:11][C:7]=2[CH:6]=1)=O.[NH:22]([NH:24][C:25](=[S:33])[O:26]C1C=CC=CC=1)N.C(#N)C.O.C1(C)C=CC(S(O)(=O)=O)=CC=1. Product: [CH2:20]([CH:2]1[S:33][C:25](=[O:26])[NH:24][N:22]=[C:3]1[C:5]1[CH:19]=[CH:18][C:8]2[N:9]=[C:10]([C:12]3[CH:17]=[CH:16][CH:15]=[CH:14][CH:13]=3)[O:11][C:7]=2[CH:6]=1)[CH3:21]. The catalyst class is: 6. (4) The catalyst class is: 4. Product: [CH3:9][O:8][C:5]1[CH:4]=[N:3][C:2]([NH:1][C:16](=[O:22])[CH2:17][CH2:18][CH2:19][CH2:20][CH3:21])=[N:7][CH:6]=1. Reactant: [NH2:1][C:2]1[N:7]=[CH:6][C:5]([O:8][CH3:9])=[CH:4][N:3]=1.N1C=CC=CC=1.[C:16](Cl)(=[O:22])[CH2:17][CH2:18][CH2:19][CH2:20][CH3:21].NCC(O)=O. (5) Reactant: [CH2:1]([NH:8][C:9]1[C:14]([C:15]#[N:16])=[CH:13][N:12]=[C:11](Cl)[CH:10]=1)[C:2]1[CH:7]=[CH:6][CH:5]=[CH:4][CH:3]=1.[NH2:18][C:19]1[CH:24]=[CH:23][CH:22]=[C:21]([CH3:25])[CH:20]=1.CC1C=CC(S(O)(=O)=O)=CC=1.O. Product: [CH2:1]([NH:8][C:9]1[C:14]([C:15]#[N:16])=[CH:13][N:12]=[C:11]([NH:18][C:19]2[CH:20]=[C:21]([CH3:25])[CH:22]=[CH:23][CH:24]=2)[CH:10]=1)[C:2]1[CH:7]=[CH:6][CH:5]=[CH:4][CH:3]=1. The catalyst class is: 37. (6) Reactant: C(C1C=CC=CC=1[C:9]1[C:10]2[C:15]([C:16]3[CH:17]=[CH:18][CH:19]=[CH:20][C:21]=3[CH:22]=1)=[CH:14][CH:13]=[CH:12][CH:11]=2)=O.[Cl-].COC[P+]([C:28]1[CH:33]=CC=[CH:30][CH:29]=1)([C:28]1[CH:33]=CC=[CH:30][CH:29]=1)[C:28]1[CH:33]=CC=[CH:30][CH:29]=1.[O:46]1[CH2:50][CH2:49][CH2:48][CH2:47]1.[C:51](O[K])(C)(C)C. The catalyst class is: 6. Product: [CH3:51][O:46][CH:50]=[CH:49][C:48]1([C:9]2[C:10]3[C:15]([C:16]4[CH:17]=[CH:18][CH:19]=[CH:20][C:21]=4[CH:22]=2)=[CH:14][CH:13]=[CH:12][CH:11]=3)[CH:30]=[CH:29][CH:28]=[CH:33][CH2:47]1. (7) The catalyst class is: 6. Reactant: [OH:1][C:2]1[CH:3]=[C:4]([CH:7]=[CH:8][CH:9]=1)[CH2:5][OH:6].[C:10](=O)([O-:12])[O-:11].[K+].[K+].Cl. Product: [OH:1][C:2]1[CH:3]=[C:4]([CH2:5][OH:6])[CH:7]=[CH:8][C:9]=1[C:10]([OH:12])=[O:11]. (8) Reactant: [C:1]([C:3]1[CH:4]=[CH:5][C:6]([O:13][CH3:14])=[C:7]([CH:12]=1)[C:8]([O:10]C)=[O:9])#[N:2].[OH-:15].[Na+].Cl. Product: [CH3:14][O:13][C:6]1[C:7]([C:8]([OH:10])=[O:9])=[CH:12][C:3]([C:1]([NH2:2])=[O:15])=[CH:4][CH:5]=1. The catalyst class is: 58. (9) Reactant: [CH2:1]([O:3][C:4](=[O:27])/[CH:5]=[CH:6]/[C:7]1[CH:12]=[CH:11][CH:10]=[CH:9][C:8]=1[N:13]1[CH2:18][CH2:17][N:16](C(OC(C)(C)C)=O)[CH2:15][C:14]1=[O:26])[CH3:2].[ClH:28].O1CCOCC1. Product: [ClH:28].[O:26]=[C:14]1[CH2:15][NH:16][CH2:17][CH2:18][N:13]1[C:8]1[CH:9]=[CH:10][CH:11]=[CH:12][C:7]=1/[CH:6]=[CH:5]/[C:4]([O:3][CH2:1][CH3:2])=[O:27]. The catalyst class is: 25. (10) Reactant: [Cl:1][C:2]1[CH:3]=[C:4]([NH:8][C:9]2[C:18]3[C:13](=[CH:14][N:15]=[CH:16][CH:17]=3)[C:12]3=[CH:19][CH:20]=[CH:21][C:22]([C:23]([NH2:25])=O)=[C:11]3[N:10]=2)[CH:5]=[CH:6][CH:7]=1.[Cl-].[Na+].P(Cl)(Cl)(Cl)=O. Product: [Cl:1][C:2]1[CH:3]=[C:4]([NH:8][C:9]2[C:18]3[C:13](=[CH:14][N:15]=[CH:16][CH:17]=3)[C:12]3=[CH:19][CH:20]=[CH:21][C:22]([C:23]#[N:25])=[C:11]3[N:10]=2)[CH:5]=[CH:6][CH:7]=1. The catalyst class is: 68.